Predict the reactants needed to synthesize the given product. From a dataset of Full USPTO retrosynthesis dataset with 1.9M reactions from patents (1976-2016). (1) The reactants are: C(OC(=O)O[C@H]1C[C@@H](N2C=NC3C2=NC(Cl)=NC=3Cl)C=C1)C.[Cl:23][C:24]1[N:32]=[C:31]2[C:27]([N:28]=[CH:29][N:30]2[C@@H:33]2[CH2:37][C@H:36]([N:38]3[N:42]=[N:41][C:40]([CH2:43][CH3:44])=[N:39]3)[C@@H:35]([OH:45])[C@H:34]2[OH:46])=[C:26](NCC(C2C=CC=CC=2)C2C=CC=CC=2)[N:25]=1.[NH2:62][CH2:63][CH:64]([C:72]1[CH:77]=[CH:76][C:75]([OH:78])=[CH:74][CH:73]=1)[C:65]1[CH:70]=[CH:69][C:68]([OH:71])=[CH:67][CH:66]=1. Given the product [OH:78][C:75]1[CH:76]=[CH:77][C:72]([CH:64]([C:65]2[CH:66]=[CH:67][C:68]([OH:71])=[CH:69][CH:70]=2)[CH2:63][NH:62][C:26]2[N:25]=[C:24]([Cl:23])[N:32]=[C:31]3[C:27]=2[N:28]=[CH:29][N:30]3[C@@H:33]2[CH2:37][C@H:36]([N:38]3[N:42]=[N:41][C:40]([CH2:43][CH3:44])=[N:39]3)[C@@H:35]([OH:45])[C@H:34]2[OH:46])=[CH:73][CH:74]=1, predict the reactants needed to synthesize it. (2) Given the product [C:20]1([CH2:19][O:18][C:16](=[O:17])[NH:6][C:5]2[CH:7]=[CH:8][C:2]([I:1])=[CH:3][CH:4]=2)[CH:25]=[CH:24][CH:23]=[CH:22][CH:21]=1, predict the reactants needed to synthesize it. The reactants are: [I:1][C:2]1[CH:8]=[CH:7][C:5]([NH2:6])=[CH:4][CH:3]=1.C(=O)([O-])[O-].[Na+].[Na+].Cl[C:16]([O:18][CH2:19][C:20]1[CH:25]=[CH:24][CH:23]=[CH:22][CH:21]=1)=[O:17]. (3) Given the product [NH2:1][C:2]1[CH:7]=[CH:6][C:5]([CH2:8][C:9]([NH:11][CH2:12][CH2:13][CH2:14][OH:15])=[O:10])=[CH:4][C:3]=1[C:21]1[CH2:22][CH2:23][C:18]([CH3:27])([CH3:17])[CH2:19][CH:20]=1, predict the reactants needed to synthesize it. The reactants are: [NH2:1][C:2]1[CH:7]=[CH:6][C:5]([CH2:8][C:9]([NH:11][CH2:12][CH2:13][CH2:14][OH:15])=[O:10])=[CH:4][C:3]=1Br.[CH3:17][C:18]1([CH3:27])[CH2:23][CH2:22][C:21](B(O)O)=[CH:20][CH2:19]1.